From a dataset of Cav3 T-type calcium channel HTS with 100,875 compounds. Binary Classification. Given a drug SMILES string, predict its activity (active/inactive) in a high-throughput screening assay against a specified biological target. (1) The molecule is s1c2c(n3c(c(=O)n(nc3C)CCCC(=O)NCCN(CC)c3ccccc3)c2)cc1. The result is 0 (inactive). (2) The molecule is Clc1c(N2CCOCC2)ccc(NC(=O)CSc2n(c(nn2)COc2ccccc2)C)c1. The result is 0 (inactive). (3) The result is 0 (inactive). The compound is O1CCN(CC1)c1c2c(oc(=O)c1)cccc2. (4) The molecule is O=C(C(N(C)C)Cc1ccccc1)c1[nH]c(c(c1C)C(OC)=O)C. The result is 0 (inactive). (5) The drug is s1c(c2nn(cc2C(=O)N2CCOCC2)c2ccccc2)ccc1. The result is 0 (inactive).